From a dataset of Reaction yield outcomes from USPTO patents with 853,638 reactions. Predict the reaction yield, written as a fraction of the theoretical maximum amount of product (1.0 means a 100% yield; for example, 0.34 means a 34% yield). (1) The reactants are C(O[BH-](OC(=O)C)OC(=O)C)(=O)C.[Na+].C(O)(=O)C.[CH3:19][C:20]1[C:28]([NH2:29])=[CH:27][CH:26]=[C:25]2[C:21]=1[CH:22]=[N:23][N:24]2[CH:30]1[CH2:35][CH2:34][CH2:33][CH2:32][O:31]1.[CH2:36]([N:43]1[CH:48]2[CH2:49][CH2:50][CH:44]1[CH2:45][C:46](=O)[CH2:47]2)[C:37]1[CH:42]=[CH:41][CH:40]=[CH:39][CH:38]=1.C(=O)([O-])O.[Na+]. The catalyst is ClCCCl. The product is [CH2:36]([N:43]1[CH:48]2[CH2:49][CH2:50][CH:44]1[CH2:45][CH:46]([NH:29][C:28]1[C:20]([CH3:19])=[C:21]3[C:25](=[CH:26][CH:27]=1)[N:24]([CH:30]1[CH2:35][CH2:34][CH2:33][CH2:32][O:31]1)[N:23]=[CH:22]3)[CH2:47]2)[C:37]1[CH:42]=[CH:41][CH:40]=[CH:39][CH:38]=1. The yield is 0.380. (2) The reactants are C[N:2](C)[CH:3]=[CH:4][C:5]([C:7]1[C:12](=[O:13])[CH:11]=[CH:10][N:9]([C:14]2[CH:19]=[CH:18][C:17]([CH3:20])=[CH:16][CH:15]=2)[N:8]=1)=O.[C:22]1([NH:28]N)[CH:27]=[CH:26][CH:25]=[CH:24][CH:23]=1. The catalyst is CO. The product is [CH3:20][C:17]1[CH:18]=[CH:19][C:14]([N:9]2[CH:10]=[CH:11][C:12](=[O:13])[C:7]([C:5]3[N:28]([C:22]4[CH:27]=[CH:26][CH:25]=[CH:24][CH:23]=4)[N:2]=[CH:3][CH:4]=3)=[N:8]2)=[CH:15][CH:16]=1. The yield is 0.0700. (3) The reactants are [NH2:1][C:2]1[CH:3]=[C:4]([OH:8])[CH:5]=[CH:6][CH:7]=1.[C:9]([C:13]1[O:17][N:16]=[C:15]([N:18]=[C:19]=[O:20])[CH:14]=1)([CH3:12])([CH3:11])[CH3:10]. The catalyst is C1COCC1. The product is [C:9]([C:13]1[O:17][N:16]=[C:15]([NH:18][C:19]([NH:1][C:2]2[CH:7]=[CH:6][CH:5]=[C:4]([OH:8])[CH:3]=2)=[O:20])[CH:14]=1)([CH3:12])([CH3:10])[CH3:11]. The yield is 0.800. (4) The reactants are [CH:1]1[C:11]2[CH2:10][CH2:9][C:8]3[CH:12]=[CH:13][CH:14]=[CH:15][C:7]=3[C:6](=[CH:16][C:17]3[CH:22]=[CH:21][CH:20]=[CH:19][C:18]=3[NH2:23])[C:5]=2[CH:4]=[CH:3][CH:2]=1.CC(O)=O.[O-:28][C:29]#[N:30].[Na+]. The catalyst is O. The product is [CH:1]1[C:11]2[CH2:10][CH2:9][C:8]3[CH:12]=[CH:13][CH:14]=[CH:15][C:7]=3[C:6](=[CH:16][C:17]3[CH:22]=[CH:21][CH:20]=[CH:19][C:18]=3[NH:23][C:29]([NH2:30])=[O:28])[C:5]=2[CH:4]=[CH:3][CH:2]=1. The yield is 0.480. (5) The reactants are [CH3:1][C:2]([C:21]1[CH:26]=[CH:25][CH:24]=[CH:23][CH:22]=1)([CH2:13]/[CH:14]=[CH:15]/[CH2:16][C:17]([CH3:20])([CH3:19])[CH3:18])[C:3]([O:5]CC1C=CC=CC=1)=[O:4]. The catalyst is C(OCC)(=O)C.[Pd]. The product is [CH3:1][C:2]([C:21]1[CH:26]=[CH:25][CH:24]=[CH:23][CH:22]=1)([CH2:13][CH2:14][CH2:15][CH2:16][C:17]([CH3:18])([CH3:19])[CH3:20])[C:3]([OH:5])=[O:4]. The yield is 0.990. (6) The reactants are [Br:1][C:2]1[C:11]2[C:6](=[CH:7][CH:8]=[C:9]([Cl:12])[CH:10]=2)[CH:5]=[CH:4][C:3]=1[CH:13]=O.[OH-].[K+].O.NN. The catalyst is C(O)COCCO. The product is [Br:1][C:2]1[C:11]2[C:6](=[CH:7][CH:8]=[C:9]([Cl:12])[CH:10]=2)[CH:5]=[CH:4][C:3]=1[CH3:13]. The yield is 0.760. (7) The reactants are [CH3:1][N:2]([CH2:4][C:5]1[CH:6]=[C:7]([C:11]2[NH:40][C:14]3=[N:15][CH:16]=[CH:17][C:18]([C:19]4[C:20]([C:28]5[CH:33]=[CH:32][C:31]([NH:34][C:35](=[O:39])[N:36]([CH3:38])[CH3:37])=[CH:30][CH:29]=5)=[N:21][N:22]([CH2:24][CH2:25][NH:26][CH3:27])[CH:23]=4)=[C:13]3[CH:12]=2)[CH:8]=[CH:9][CH:10]=1)[CH3:3].[OH-].[Na+].CC(O[C:47]([CH3:49])=[O:48])=O. The catalyst is CO.O. The product is [CH3:37][N:36]([CH3:38])[C:35]([NH:34][C:31]1[CH:30]=[CH:29][C:28]([C:20]2[C:19]([C:18]3[CH:17]=[CH:16][N:15]=[C:14]4[NH:40][C:11]([C:7]5[CH:8]=[CH:9][CH:10]=[C:5]([CH2:4][N:2]([CH3:1])[CH3:3])[CH:6]=5)=[CH:12][C:13]=34)=[CH:23][N:22]([CH2:24][CH2:25][N:26]([CH3:27])[C:47](=[O:48])[CH3:49])[N:21]=2)=[CH:33][CH:32]=1)=[O:39]. The yield is 0.900. (8) The reactants are [CH2:1]([O:8][CH:9]1[CH2:14][CH2:13][C:12](=[O:15])[C:11]([C:17]2[CH:22]=[CH:21][C:20]([Cl:23])=[C:19]([C:24]([F:27])([F:26])[F:25])[CH:18]=2)([CH3:16])[CH2:10]1)[C:2]1[CH:7]=[CH:6][CH:5]=[CH:4][CH:3]=1.C1C=CC(N([S:35]([C:38]([F:41])([F:40])[F:39])(=[O:37])=[O:36])[S:35]([C:38]([F:41])([F:40])[F:39])(=[O:37])=[O:36])=CC=1.C[Si]([N-][Si](C)(C)C)(C)C.[K+].[Cl-].[Na+]. The catalyst is C1COCC1.CCOCC. The product is [F:39][C:38]([F:41])([F:40])[S:35]([O:15][C:12]1[C:11]([C:17]2[CH:22]=[CH:21][C:20]([Cl:23])=[C:19]([C:24]([F:26])([F:27])[F:25])[CH:18]=2)([CH3:16])[CH2:10][CH:9]([O:8][CH2:1][C:2]2[CH:3]=[CH:4][CH:5]=[CH:6][CH:7]=2)[CH2:14][CH:13]=1)(=[O:37])=[O:36]. The yield is 0.690. (9) The reactants are [CH2:1]([O:3][C:4](=[O:16])[CH:5]=[CH:6][C:7]1[CH:12]=[CH:11][C:10]([N+:13]([O-:15])=[O:14])=[CH:9][CH:8]=1)[CH3:2].CC1C=CC(S([CH2:27][N+:28]#[C-:29])(=O)=O)=CC=1.[H-].[Na+].C(Cl)Cl. The catalyst is CS(C)=O.CCOCC.CCOCC.[Cl-].[Na+].O. The product is [CH2:1]([O:3][C:4]([C:5]1[C:6]([C:7]2[CH:12]=[CH:11][C:10]([N+:13]([O-:15])=[O:14])=[CH:9][CH:8]=2)=[CH:29][NH:28][CH:27]=1)=[O:16])[CH3:2]. The yield is 0.840.